Predict the reactants needed to synthesize the given product. From a dataset of Full USPTO retrosynthesis dataset with 1.9M reactions from patents (1976-2016). (1) Given the product [Cl:27][CH2:26][CH2:25][S:24][C:6]1[NH:5][C:13]2[C:12](=[O:14])[N:11]([CH2:15][CH2:16][CH2:17][CH2:18][C@H:19]([OH:21])[CH3:20])[C:10](=[O:22])[N:9]([CH3:23])[C:8]=2[N:7]=1, predict the reactants needed to synthesize it. The reactants are: C(OC[N:5]1[C:13]2[C:12](=[O:14])[N:11]([CH2:15][CH2:16][CH2:17][CH2:18][C@H:19]([OH:21])[CH3:20])[C:10](=[O:22])[N:9]([CH3:23])[C:8]=2[N:7]=[C:6]1[S:24][CH2:25][CH2:26][Cl:27])C.Cl. (2) Given the product [Br:1][C:2]1[CH:7]=[CH:6][N:5]=[C:4]2[N:8]([S:12]([C:15]3[CH:21]=[CH:20][C:18]([CH3:19])=[CH:17][CH:16]=3)(=[O:14])=[O:13])[C:9]([C:30]3[CH2:35][CH2:34][N:33]([C:36]([O:38][C:39]([CH3:42])([CH3:41])[CH3:40])=[O:37])[CH2:32][CH:31]=3)=[CH:10][C:3]=12, predict the reactants needed to synthesize it. The reactants are: [Br:1][C:2]1[CH:7]=[CH:6][N:5]=[C:4]2[N:8]([S:12]([C:15]3[CH:21]=[CH:20][C:18]([CH3:19])=[CH:17][CH:16]=3)(=[O:14])=[O:13])[C:9](I)=[CH:10][C:3]=12.CC1(C)C(C)(C)OB([C:30]2[CH2:35][CH2:34][N:33]([C:36]([O:38][C:39]([CH3:42])([CH3:41])[CH3:40])=[O:37])[CH2:32][CH:31]=2)O1.C(=O)(O)[O-].[Na+].S([O-])([O-])(=O)=S.[Na+].[Na+]. (3) Given the product [C:1]([O:5][C:6]([N:8]([CH2:10][C:11]1[C:19]2[O:18][N:17]=[C:16]([CH2:20][CH2:21][CH:22]3[CH2:27][CH2:26][N:25]([C:28]4[N:29]=[N:30][CH:31]=[CH:32][CH:33]=4)[CH2:24][CH2:23]3)[C:15]=2[CH:14]=[CH:13][C:12]=1[O:35][CH2:36][CH:37]1[CH2:38][CH2:39]1)[CH3:9])=[O:7])([CH3:4])([CH3:2])[CH3:3], predict the reactants needed to synthesize it. The reactants are: [C:1]([O:5][C:6]([N:8]([CH2:10][C:11]1[C:19]2[O:18][N:17]=[C:16]([CH2:20][CH2:21][CH:22]3[CH2:27][CH2:26][N:25]([C:28]4[N:29]=[N:30][C:31](Cl)=[CH:32][CH:33]=4)[CH2:24][CH2:23]3)[C:15]=2[CH:14]=[CH:13][C:12]=1[O:35][CH2:36][CH:37]1[CH2:39][CH2:38]1)[CH3:9])=[O:7])([CH3:4])([CH3:3])[CH3:2].C1(P(C2C=CC=CC=2)C2C=CC=CC=2)C=CC=CC=1.[Cl-].[Na+].N. (4) Given the product [NH2:2][C:3]1[N:11]=[CH:10][C:9]([N+:12]([O-:14])=[O:13])=[CH:8][C:4]=1[C:5]([NH:28][CH2:27][C:25]1[S:26][C:22]([O:15][C:16]2[CH:17]=[CH:18][CH:19]=[CH:20][CH:21]=2)=[CH:23][CH:24]=1)=[O:7], predict the reactants needed to synthesize it. The reactants are: [Li].[NH2:2][C:3]1[N:11]=[CH:10][C:9]([N+:12]([O-:14])=[O:13])=[CH:8][C:4]=1[C:5]([OH:7])=O.[O:15]([C:22]1[S:26][C:25]([CH2:27][NH2:28])=[CH:24][CH:23]=1)[C:16]1[CH:21]=[CH:20][CH:19]=[CH:18][CH:17]=1.F[P-](F)(F)(F)(F)F.N1([P+](N(C)C)(N(C)C)N(C)C)C2C=CC=CC=2N=N1.C(N(CC)CC)C. (5) Given the product [CH2:1]([N:3]([CH2:30][CH3:31])[CH2:4][CH2:5][N:6]1[C:14]2[C:9](=[CH:10][C:11]([NH:15][C:35]([C:37]3[S:38][CH:39]=[CH:40][CH:41]=3)=[NH:36])=[CH:12][CH:13]=2)[CH:8]=[C:7]1[CH2:18][C:19]1[CH:24]=[CH:23][C:22]([O:25][C:26]([F:29])([F:28])[F:27])=[CH:21][CH:20]=1)[CH3:2], predict the reactants needed to synthesize it. The reactants are: [CH2:1]([N:3]([CH2:30][CH3:31])[CH2:4][CH2:5][N:6]1[C:14]2[C:9](=[CH:10][C:11]([N+:15]([O-])=O)=[CH:12][CH:13]=2)[CH:8]=[C:7]1[CH2:18][C:19]1[CH:24]=[CH:23][C:22]([O:25][C:26]([F:29])([F:28])[F:27])=[CH:21][CH:20]=1)[CH3:2].I.CS[C:35]([C:37]1[S:38][CH:39]=[CH:40][CH:41]=1)=[NH:36]. (6) Given the product [NH2:1][C:2]1[CH:3]=[C:4]([CH3:20])[C:5]2[C:12]3[C:13](=[CH:14][C:15]([F:18])=[CH:16][CH:17]=3)[O:19][C:7](=[O:8])[C:6]=2[CH:11]=1, predict the reactants needed to synthesize it. The reactants are: [NH2:1][C:2]1[CH:3]=[C:4]([CH3:20])[C:5]([C:12]2[CH:17]=[CH:16][C:15]([F:18])=[CH:14][C:13]=2[OH:19])=[C:6]([CH:11]=1)[C:7](OC)=[O:8]. (7) Given the product [CH3:51][N:2]([CH3:1])[CH2:3][C:4]([N:6]1[C:14]2[C:9](=[CH:10][C:11]([O:49][CH3:50])=[C:12]([NH:15][C:16]3[NH:21][C:20]4=[N:22][CH:23]=[CH:24][C:19]4=[C:18]([NH:35][C:36]4[CH:47]=[CH:46][CH:45]=[C:44]([F:48])[C:37]=4[C:38]([NH:40][CH:41]([CH3:43])[CH3:42])=[O:39])[N:17]=3)[CH:13]=2)[CH2:8][CH2:7]1)=[O:5], predict the reactants needed to synthesize it. The reactants are: [CH3:1][N:2]([CH3:51])[CH2:3][C:4]([N:6]1[C:14]2[C:9](=[CH:10][C:11]([O:49][CH3:50])=[C:12]([NH:15][C:16]3[N:17]=[C:18]([NH:35][C:36]4[CH:47]=[CH:46][CH:45]=[C:44]([F:48])[C:37]=4[C:38]([NH:40][CH:41]([CH3:43])[CH3:42])=[O:39])[C:19]4[CH:24]=[CH:23][N:22](S(C5C=CC(C)=CC=5)(=O)=O)[C:20]=4[N:21]=3)[CH:13]=2)[CH2:8][CH2:7]1)=[O:5].O.[OH-].[Na+]. (8) Given the product [N:13]1([C:2]2[CH:3]=[CH:4][C:5]([N+:10]([O-:12])=[O:11])=[C:6]([CH2:7][OH:8])[CH:9]=2)[CH2:18][CH2:17][O:16][CH2:15][CH2:14]1, predict the reactants needed to synthesize it. The reactants are: Cl[C:2]1[CH:3]=[CH:4][C:5]([N+:10]([O-:12])=[O:11])=[C:6]([CH:9]=1)[CH2:7][OH:8].[NH:13]1[CH2:18][CH2:17][O:16][CH2:15][CH2:14]1.C([O-])([O-])=O.[K+].[K+]. (9) Given the product [I:18][C:5]1[S:1][C:2]([C:14]2([OH:17])[CH2:15][CH2:16][O:11][CH2:12][CH2:13]2)=[N:3][CH:4]=1, predict the reactants needed to synthesize it. The reactants are: [S:1]1[CH:5]=[CH:4][N:3]=[CH:2]1.C([Li])CCC.[O:11]1[CH2:16][CH2:15][C:14](=[O:17])[CH2:13][CH2:12]1.[I:18]I.